Dataset: Forward reaction prediction with 1.9M reactions from USPTO patents (1976-2016). Task: Predict the product of the given reaction. (1) Given the reactants FC(F)(F)C(O)=O.[C:8]([C:10]1[CH:11]=[C:12]([C:20]2[O:24][N:23]=[C:22]([C:25]3[CH:26]=[CH:27][CH:28]=[C:29]4[C:33]=3[N:32]([CH3:34])[CH:31]=[C:30]4[CH2:35][CH2:36][C:37]([O:39]C(C)(C)C)=[O:38])[N:21]=2)[CH:13]=[CH:14][C:15]=1[O:16][CH:17]([CH3:19])[CH3:18])#[N:9], predict the reaction product. The product is: [C:8]([C:10]1[CH:11]=[C:12]([C:20]2[O:24][N:23]=[C:22]([C:25]3[CH:26]=[CH:27][CH:28]=[C:29]4[C:33]=3[N:32]([CH3:34])[CH:31]=[C:30]4[CH2:35][CH2:36][C:37]([OH:39])=[O:38])[N:21]=2)[CH:13]=[CH:14][C:15]=1[O:16][CH:17]([CH3:19])[CH3:18])#[N:9]. (2) Given the reactants I[C:2]1[CH:6]=[CH:5][N:4]([Si:7]([CH:14]([CH3:16])[CH3:15])([CH:11]([CH3:13])[CH3:12])[CH:8]([CH3:10])[CH3:9])[CH:3]=1.C1(P(C2C=CC=CC=2)C2C=CC=CC=2)C=CC=CC=1.Br[C:37]1([Zn])[CH:42]=[CH:41][CH:40]=[CH:39][NH:38]1, predict the reaction product. The product is: [CH:8]([Si:7]([CH:14]([CH3:16])[CH3:15])([CH:11]([CH3:13])[CH3:12])[N:4]1[CH:5]=[CH:6][C:2]([C:37]2[CH:42]=[CH:41][CH:40]=[CH:39][N:38]=2)=[CH:3]1)([CH3:10])[CH3:9].